This data is from Full USPTO retrosynthesis dataset with 1.9M reactions from patents (1976-2016). The task is: Predict the reactants needed to synthesize the given product. (1) Given the product [CH3:1][O:2][C:3]1[CH:8]=[CH:7][C:6]([C:9]2[CH:14]=[CH:13][N:12]=[C:11]3[NH:15][C:17]([C:18]4[CH:23]=[CH:22][CH:21]=[CH:20][CH:19]=4)=[N:16][C:10]=23)=[CH:5][CH:4]=1, predict the reactants needed to synthesize it. The reactants are: [CH3:1][O:2][C:3]1[CH:8]=[CH:7][C:6]([C:9]2[CH:14]=[CH:13][N:12]=[C:11]([NH2:15])[C:10]=2[NH2:16])=[CH:5][CH:4]=1.[C:17](O)(=O)[C:18]1[CH:23]=[CH:22][CH:21]=[CH:20][CH:19]=1. (2) Given the product [CH:1]1([CH:7]([C:18]2[CH:22]=[C:21]([C:23]3[CH:28]=[CH:27][C:26]([O:29][CH3:30])=[CH:25][CH:24]=3)[O:20][C:19]=2[CH3:31])[O:8][C:9]2[CH:17]=[CH:16][C:12]([C:13]([N:33]([CH3:32])[CH2:34][CH2:35][C:36]([OH:38])=[O:37])=[O:14])=[CH:11][CH:10]=2)[CH2:6][CH2:5][CH2:4][CH2:3][CH2:2]1, predict the reactants needed to synthesize it. The reactants are: [CH:1]1([CH:7]([C:18]2[CH:22]=[C:21]([C:23]3[CH:28]=[CH:27][C:26]([O:29][CH3:30])=[CH:25][CH:24]=3)[O:20][C:19]=2[CH3:31])[O:8][C:9]2[CH:17]=[CH:16][C:12]([C:13](O)=[O:14])=[CH:11][CH:10]=2)[CH2:6][CH2:5][CH2:4][CH2:3][CH2:2]1.[CH3:32][NH:33][CH2:34][CH2:35][C:36]([O:38]CC)=[O:37].Cl.C(N=C=NCCCN(C)C)C.O.OC1C2N=NNC=2C=CC=1. (3) Given the product [Cl:1][C:2]1[C:11]2[C:6](=[CH:7][CH:8]=[C:9]([O:12][CH3:13])[N:10]=2)[N:5]=[CH:4][C:3]=1[C:14]#[N:16], predict the reactants needed to synthesize it. The reactants are: [Cl:1][C:2]1[C:11]2[C:6](=[CH:7][CH:8]=[C:9]([O:12][CH3:13])[N:10]=2)[N:5]=[CH:4][C:3]=1[C:14]([NH2:16])=O.C(N(CC)CC)C.FC(F)(F)C(OC(=O)C(F)(F)F)=O.